Dataset: Catalyst prediction with 721,799 reactions and 888 catalyst types from USPTO. Task: Predict which catalyst facilitates the given reaction. (1) Reactant: [CH3:1][O:2][C:3]1[CH:24]=[CH:23][C:6]([CH2:7][N:8]2[C:13]3[S:14][C:15]([CH:17]=O)=[CH:16][C:12]=3[C:11]3=[N:19][CH:20]=[N:21][N:10]3[C:9]2=[O:22])=[CH:5][CH:4]=1.Cl.[O:26]1[CH2:32][CH2:31][CH2:30][NH:29][CH2:28][CH2:27]1.C(N(CC)CC)C.[Na]. Product: [O:26]1[CH2:32][CH2:31][CH2:30][N:29]([CH2:17][C:15]2[S:14][C:13]3[N:8]([CH2:7][C:6]4[CH:5]=[CH:4][C:3]([O:2][CH3:1])=[CH:24][CH:23]=4)[C:9](=[O:22])[N:10]4[N:21]=[CH:20][N:19]=[C:11]4[C:12]=3[CH:16]=2)[CH2:28][CH2:27]1. The catalyst class is: 2. (2) Product: [Cl:10][C:8]1[N:7]=[C:6]([O:11][CH:12]([CH:14]2[CH2:17][CH2:16][CH2:15]2)[CH3:13])[C:5]2[N:18]([CH2:19][C@H:20]3[CH2:25][CH2:24][C@H:23]([CH3:26])[CH2:22][CH2:21]3)[C:2]([N:34]3[CH2:35][CH2:36][O:37][CH2:38][C@H:33]3[C:27]3[CH:32]=[CH:31][CH:30]=[CH:29][CH:28]=3)=[N:3][C:4]=2[CH:9]=1. Reactant: Br[C:2]1[N:18]([CH2:19][C@H:20]2[CH2:25][CH2:24][C@H:23]([CH3:26])[CH2:22][CH2:21]2)[C:5]2[C:6]([O:11][CH:12]([CH:14]3[CH2:17][CH2:16][CH2:15]3)[CH3:13])=[N:7][C:8]([Cl:10])=[CH:9][C:4]=2[N:3]=1.[C:27]1([C@@H:33]2[CH2:38][O:37][CH2:36][CH2:35][NH:34]2)[CH:32]=[CH:31][CH:30]=[CH:29][CH:28]=1.[F-].[Cs+]. The catalyst class is: 58. (3) Reactant: [H-].[Na+].[Br:3][C:4]1[S:8][C:7]([C:9]([C:11]2[S:12][C:13]([Br:16])=[CH:14][CH:15]=2)=O)=[CH:6][CH:5]=1.[C:17]1([CH3:23])C=CC=CC=1.[C:29]([OH:31])(=[O:30])[CH:27]([CH:27]([C:29]([OH:31])=[O:30])O)O. Product: [Br:3][C:4]1[S:8][C:7]([C:9]([C:11]2[S:12][C:13]([Br:16])=[CH:14][CH:15]=2)=[CH:27][C:29]([O:31][CH2:17][CH3:23])=[O:30])=[CH:6][CH:5]=1. The catalyst class is: 7. (4) Reactant: C([O:3][C:4](=[O:20])[CH2:5][CH2:6][C:7]1[CH:8]=[N:9][C:10]([C:13]2[CH:18]=[CH:17][CH:16]=[CH:15][C:14]=2[F:19])=[CH:11][CH:12]=1)C.[OH-].[Na+]. Product: [F:19][C:14]1[CH:15]=[CH:16][CH:17]=[CH:18][C:13]=1[C:10]1[N:9]=[CH:8][C:7]([CH2:6][CH2:5][C:4]([OH:20])=[O:3])=[CH:12][CH:11]=1. The catalyst class is: 8. (5) Reactant: [Br:1][C:2]1[CH:21]=[CH:20][C:5]([CH2:6][N:7]2[CH2:12][CH2:11][N:10](C(OC(C)(C)C)=O)[CH2:9][CH2:8]2)=[C:4]([N:22]2[CH2:27][CH2:26][CH2:25][CH2:24][CH2:23]2)[CH:3]=1.CN1CCOCC1.I[Si](C)(C)C. Product: [Br:1][C:2]1[CH:21]=[CH:20][C:5]([CH2:6][N:7]2[CH2:12][CH2:11][NH:10][CH2:9][CH2:8]2)=[C:4]([N:22]2[CH2:27][CH2:26][CH2:25][CH2:24][CH2:23]2)[CH:3]=1. The catalyst class is: 4. (6) Reactant: [Br:1][C:2]1[CH:7]=[C:6]([C:8]([F:17])([C:13]([F:16])([F:15])[F:14])[C:9]([F:12])([F:11])[F:10])[CH:5]=[C:4]([C:18]([F:21])([F:20])[F:19])[C:3]=1[NH:22][C:23](=[O:34])[C:24]1[CH:29]=[CH:28][CH:27]=[C:26]([N+:30]([O-])=O)[C:25]=1[F:33].Cl.[OH-].[Na+]. Product: [NH2:30][C:26]1[C:25]([F:33])=[C:24]([CH:29]=[CH:28][CH:27]=1)[C:23]([NH:22][C:3]1[C:4]([C:18]([F:20])([F:21])[F:19])=[CH:5][C:6]([C:8]([F:17])([C:9]([F:10])([F:11])[F:12])[C:13]([F:14])([F:15])[F:16])=[CH:7][C:2]=1[Br:1])=[O:34]. The catalyst class is: 8.